Dataset: Forward reaction prediction with 1.9M reactions from USPTO patents (1976-2016). Task: Predict the product of the given reaction. Given the reactants [C:1]1([NH:7][C:8](=[S:11])[NH:9][NH2:10])[CH:6]=[CH:5][CH:4]=[CH:3][CH:2]=1.[CH:12](=O)[C:13]1[CH:18]=[CH:17][CH:16]=[N:15][CH:14]=1, predict the reaction product. The product is: [C:1]1([NH:7][C:8](=[S:11])[NH:9]/[N:10]=[CH:12]/[C:13]2[CH:14]=[N:15][CH:16]=[CH:17][CH:18]=2)[CH:2]=[CH:3][CH:4]=[CH:5][CH:6]=1.